From a dataset of Forward reaction prediction with 1.9M reactions from USPTO patents (1976-2016). Predict the product of the given reaction. Given the reactants [CH2:1]([O:8][C:9]1[CH:14]=[CH:13][C:12]([NH:15][CH2:16][CH2:17][NH:18][CH:19]([CH:25]([CH3:27])[CH3:26])[C:20]([O:22][CH2:23][CH3:24])=[O:21])=[CH:11][CH:10]=1)[C:2]1[CH:7]=[CH:6][CH:5]=[CH:4][CH:3]=1.CCN(C(C)C)C(C)C.[C:37](Cl)(Cl)=[O:38], predict the reaction product. The product is: [CH2:1]([O:8][C:9]1[CH:14]=[CH:13][C:12]([N:15]2[CH2:16][CH2:17][N:18]([CH:19]([CH:25]([CH3:26])[CH3:27])[C:20]([O:22][CH2:23][CH3:24])=[O:21])[C:37]2=[O:38])=[CH:11][CH:10]=1)[C:2]1[CH:3]=[CH:4][CH:5]=[CH:6][CH:7]=1.